Dataset: Full USPTO retrosynthesis dataset with 1.9M reactions from patents (1976-2016). Task: Predict the reactants needed to synthesize the given product. (1) Given the product [OH:3][C:1]([C:4]1[CH:5]=[C:6]([C:10]2[C:15]3[N:16]([C:19]4[CH:24]=[CH:23][CH:22]=[CH:21][CH:20]=4)[CH:17]=[N:18][C:14]=3[CH:13]=[C:12]([C:25]([F:27])([F:28])[F:26])[CH:11]=2)[CH:7]=[CH:8][CH:9]=1)([CH3:29])[CH3:2], predict the reactants needed to synthesize it. The reactants are: [C:1]([C:4]1[CH:5]=[C:6]([C:10]2[C:15]3[N:16]([C:19]4[CH:24]=[CH:23][CH:22]=[CH:21][CH:20]=4)[CH:17]=[N:18][C:14]=3[CH:13]=[C:12]([C:25]([F:28])([F:27])[F:26])[CH:11]=2)[CH:7]=[CH:8][CH:9]=1)(=[O:3])[CH3:2].[CH3:29][Mg]Br. (2) Given the product [CH3:7][C:8]1[O:9][C:10]([CH3:20])=[C:11]([C:13](=[N:21][OH:22])[CH2:14][CH2:15][CH:16]([CH3:18])[CH3:17])[N:12]=1, predict the reactants needed to synthesize it. The reactants are: C([O-])([O-])=O.[Na+].[Na+].[CH3:7][C:8]1[O:9][C:10]([CH3:20])=[C:11]([C:13](=O)[CH2:14][CH2:15][CH:16]([CH3:18])[CH3:17])[N:12]=1.[NH2:21][OH:22].Cl.